This data is from Catalyst prediction with 721,799 reactions and 888 catalyst types from USPTO. The task is: Predict which catalyst facilitates the given reaction. (1) Reactant: [CH2:1]([OH:10])[CH2:2][CH2:3][CH2:4][CH2:5][CH2:6][CH2:7][CH2:8][CH3:9].FC(F)(F)S(O)(=O)=O. Product: [CH2:1]([O:10][CH2:1][CH2:2][CH2:3][CH2:4][CH2:5][CH2:6][CH2:7][CH2:8][CH3:9])[CH2:2][CH2:3][CH2:4][CH2:5][CH2:6][CH2:7][CH2:8][CH3:9]. The catalyst class is: 6. (2) Reactant: [CH3:1][O:2][C:3]1[CH:4]=[C:5]2[CH2:14][CH:13]([CH2:15][CH:16]3[CH2:21][CH2:20][N:19]([CH2:22][C:23]4[CH:24]=[CH:25][CH:26]=[CH:27][CH:28]=4)[CH2:18][CH2:17]3)[C:11](=[O:12])[C:6]2=[CH:7][C:8]=1[O:9][CH3:10].C(O)(=O)C.C[Si](C)(C)[Cl:35]. Product: [CH3:1][O:2][C:3]1[CH:4]=[C:5]2[CH2:14][CH:13]([CH2:15][CH:16]3[CH2:17][CH2:18][N:19]([CH2:22][C:23]4[CH:28]=[CH:27][CH:26]=[CH:25][CH:24]=4)[CH2:20][CH2:21]3)[C:11](=[O:12])[C:6]2=[CH:7][C:8]=1[O:9][CH3:10].[ClH:35]. The catalyst class is: 21. (3) The catalyst class is: 21. Reactant: O[C:2]1[CH:9]=[CH:8][CH:7]=[CH:6][C:3]=1[CH:4]=[O:5].Br[CH2:11][CH2:12][CH2:13][Cl:14].C(=O)([O-])[O-:16].[K+].[K+].O. Product: [Cl:14][CH2:13][CH2:12][CH2:11][O:16][C:3]1([CH:2]=[CH:9][CH:8]=[CH:7][CH2:6]1)[CH:4]=[O:5]. (4) Reactant: [CH3:1][C:2]1[CH:3]=[CH:4][C:5]([S:9][C:10]2[CH:11]=[CH:12][CH:13]=[CH:14][C:15]=2[N:16]2[CH2:21][CH2:20][NH:19][CH2:18][CH2:17]2)=[C:6]([CH3:8])[CH:7]=1.[C:22]1([CH3:32])[CH:27]=[CH:26][C:25]([S:28]([OH:31])(=[O:30])=[O:29])=[CH:24][CH:23]=1. Product: [CH3:1][C:2]1[CH:3]=[CH:4][C:5]([S:9][C:10]2[CH:11]=[CH:12][CH:13]=[CH:14][C:15]=2[N:16]2[CH2:17][CH2:18][NH:19][CH2:20][CH2:21]2)=[C:6]([CH3:8])[CH:7]=1.[CH3:32][C:22]1[CH:27]=[CH:26][C:25]([S:28]([OH:31])(=[O:30])=[O:29])=[CH:24][CH:23]=1. The catalyst class is: 131. (5) Reactant: C(OC([N:8]1[CH2:13][CH2:12][CH2:11][C@H:10]2[CH2:14][N:15]([C:17]3[C:26]([O:27][CH3:28])=[C:25]4[C:20]([C:21](=[O:38])[C:22]([C:32]([O:34][CH2:35][CH:36]=[CH2:37])=[O:33])=[CH:23][N:24]4[CH:29]4[CH2:31][CH2:30]4)=[CH:19][C:18]=3[F:39])[CH2:16][C@@H:9]12)=O)(C)(C)C.C(Cl)(=O)C. Product: [CH:29]1([N:24]2[C:25]3[C:20](=[CH:19][C:18]([F:39])=[C:17]([N:15]4[CH2:14][C@H:10]5[C@H:9]([NH:8][CH2:13][CH2:12][CH2:11]5)[CH2:16]4)[C:26]=3[O:27][CH3:28])[C:21](=[O:38])[C:22]([C:32]([O:34][CH2:35][CH:36]=[CH2:37])=[O:33])=[CH:23]2)[CH2:31][CH2:30]1. The catalyst class is: 5. (6) Reactant: [CH3:1][CH:2]1[CH2:7][CH2:6][C:5](=[O:8])[CH2:4][CH:3]1[S:9]([C:12]1[CH:17]=[CH:16][CH:15]=[CH:14][CH:13]=1)(=[O:11])=[O:10].[CH2:18](O)[CH2:19][OH:20].C(=O)(O)[O-].[Na+]. Product: [CH2:18]1[CH2:19][O:20][C:5]2([CH2:6][CH2:7][CH:2]([CH3:1])[CH:3]([S:9]([C:12]3[CH:17]=[CH:16][CH:15]=[CH:14][CH:13]=3)(=[O:10])=[O:11])[CH2:4]2)[O:8]1. The catalyst class is: 48. (7) Reactant: Cl.CCOCC.[CH2:7]([N:14]1[CH2:18][CH2:17][C:16]2([CH2:27][C:26](=[O:28])[C:25]3[C:20](=[CH:21][CH:22]=[C:23](/[CH:29]=[CH:30]/[C:31]([NH:33][O:34]C4CCCCO4)=[O:32])[CH:24]=3)[O:19]2)[CH2:15]1)[C:8]1[CH:13]=[CH:12][CH:11]=[CH:10][CH:9]=1. Product: [CH2:7]([N:14]1[CH2:18][CH2:17][C:16]2([CH2:27][C:26](=[O:28])[C:25]3[C:20](=[CH:21][CH:22]=[C:23](/[CH:29]=[CH:30]/[C:31]([NH:33][OH:34])=[O:32])[CH:24]=3)[O:19]2)[CH2:15]1)[C:8]1[CH:13]=[CH:12][CH:11]=[CH:10][CH:9]=1. The catalyst class is: 2.